Dataset: Forward reaction prediction with 1.9M reactions from USPTO patents (1976-2016). Task: Predict the product of the given reaction. (1) Given the reactants C1(P(C2CCCCC2)C2C=CC=CC=2C2C(C(C)C)=CC(C(C)C)=CC=2C(C)C)CCCCC1.[O:35]1[CH2:40][CH2:39][N:38]([C:41]2[C:46]([NH2:47])=[CH:45][C:44]([N:48]3[CH2:53][CH2:52][O:51][CH2:50][CH2:49]3)=[CH:43][N:42]=2)[CH2:37][CH2:36]1.Cl[C:55]1[C:64]2[C:59](=[CH:60][C:61]([F:66])=[CH:62][C:63]=2[F:65])[N:58]=[C:57]([C:67]2[CH:68]=[N:69][CH:70]=[CH:71][CH:72]=2)[C:56]=1[CH3:73].CC(C)([O-])C.[Na+], predict the reaction product. The product is: [O:35]1[CH2:40][CH2:39][N:38]([C:41]2[C:46]([NH:47][C:55]3[C:64]4[C:59](=[CH:60][C:61]([F:66])=[CH:62][C:63]=4[F:65])[N:58]=[C:57]([C:67]4[CH:68]=[N:69][CH:70]=[CH:71][CH:72]=4)[C:56]=3[CH3:73])=[CH:45][C:44]([N:48]3[CH2:49][CH2:50][O:51][CH2:52][CH2:53]3)=[CH:43][N:42]=2)[CH2:37][CH2:36]1. (2) Given the reactants [NH2:1][C:2]1[CH:3]=[CH:4][C:5]2[C:14]3[C:9](=[CH:10][CH:11]=[CH:12][CH:13]=3)[O:8][C:7](=[O:15])[C:6]=2[CH:16]=1.II, predict the reaction product. The product is: [CH3:6][C:5]1([CH3:14])[CH:4]=[C:3]([CH3:2])[C:16]2[C:2](=[CH:3][CH:4]=[C:5]3[C:6]=2[C:7](=[O:15])[O:8][C:9]2[C:14]3=[CH:13][CH:12]=[CH:11][CH:10]=2)[NH:1]1.